This data is from Reaction yield outcomes from USPTO patents with 853,638 reactions. The task is: Predict the reaction yield, written as a fraction of the theoretical maximum amount of product (1.0 means a 100% yield; for example, 0.34 means a 34% yield). The reactants are [CH2:1]([N:8]1[C:16]2[C:15](SC)=[N:14][C:13](=[O:19])[N:12]([CH2:20][CH2:21][CH2:22][CH2:23][CH3:24])[C:11]=2[N:10]=[CH:9]1)[C:2]1[CH:7]=[CH:6][CH:5]=[CH:4][CH:3]=1.[NH2:25][NH2:26]. No catalyst specified. The product is [CH2:1]([N:8]1[C:16]2/[C:15](=[N:25]/[NH2:26])/[NH:14][C:13](=[O:19])[N:12]([CH2:20][CH2:21][CH2:22][CH2:23][CH3:24])[C:11]=2[N:10]=[CH:9]1)[C:2]1[CH:7]=[CH:6][CH:5]=[CH:4][CH:3]=1. The yield is 0.600.